This data is from Drug-target binding data from BindingDB using IC50 measurements. The task is: Regression. Given a target protein amino acid sequence and a drug SMILES string, predict the binding affinity score between them. We predict pIC50 (pIC50 = -log10(IC50 in M); higher means more potent). Dataset: bindingdb_ic50. The drug is O=c1[nH]c(-c2ccc(F)cc2)c(-c2ccc(F)cc2)cc1O. The target protein sequence is MAHHHHHHSRAWRHPQFGGHHHHHHALEVLFQGPLGSMEDFVRQCFNPMIVELAEKAMKEYGEDPKIETNKFAAICTHLEVCFMYSDFHFIDERGESIIVESGDPNALLKHRFEIIEGRDRIMAWTVVNSICNTTGVEKPKFLPDLYDYKENRFIEIGVTRREVHIYYLEKANKIKSEKTHIHIFSFTGEEMATKADYTLDEESRARIKTRLFTIRQEMASRSLWDSFRQSERGEETVEER. The pIC50 is 7.4.